This data is from Volume of distribution at steady state (VDss) regression data from Lombardo et al.. The task is: Regression/Classification. Given a drug SMILES string, predict its absorption, distribution, metabolism, or excretion properties. Task type varies by dataset: regression for continuous measurements (e.g., permeability, clearance, half-life) or binary classification for categorical outcomes (e.g., BBB penetration, CYP inhibition). For this dataset (vdss_lombardo), we predict log10(VDss) (log10 of volume of distribution in L/kg). (1) The drug is O=c1ccc2ccccc2o1. The log10(VDss) is 0.0400. (2) The molecule is Nc1nc(Cl)nc2c1ncn2C1CC(O)C(CO)O1. The log10(VDss) is 0.890. (3) The compound is Nc1ccn(C2COC(CO)O2)c(=O)n1. The log10(VDss) is 0. (4) The compound is CN1C(=O)NC(=O)C(C)(C2=CCCCC2)C1=O. The log10(VDss) is 0.0400. (5) The molecule is C/C=C1/NC(=O)[C@H](Cc2ccccc2)NC(=O)[C@@H](C(C)C)NC(=O)[C@@H]([C@@H](C)CC)NC(=O)[C@H](NC(=O)[C@H](NC(=O)[C@H](CCC[NH3+])NC(=O)[C@H]2CCCN2C(=O)[C@H](NC(=O)[C@@H](NC(=O)[C@@H](NC(=O)[C@H](NC(=O)CCCC(C)C)C(C)C)[C@@H](C)O)C(C)C)C(C)C)[C@@H](C)CC)[C@@H](C)OC(=O)[C@H](C(C)C)NC1=O. The log10(VDss) is -0.960. (6) The compound is Cc1cc([O-])c(C(=O)NC(C(=O)NC2C(=O)N3C(C(=O)[O-])=C(CSc4nnnn4C)CSC23)c2ccc(O)cc2)cn1. The log10(VDss) is -0.820.